The task is: Predict the product of the given reaction.. This data is from Forward reaction prediction with 1.9M reactions from USPTO patents (1976-2016). (1) Given the reactants [N:1]1[CH:6]=[CH:5][C:4]([N:7]2[CH2:31][CH2:30][C:10]3([CH2:14][N:13]([C:15]([N:17]4[CH2:22][CH2:21][CH:20]([O:23][CH2:24][C:25]([O:27]CC)=[O:26])[CH2:19][CH2:18]4)=[O:16])[CH2:12][CH2:11]3)[CH2:9][CH2:8]2)=[CH:3][CH:2]=1.[Li+].[OH-], predict the reaction product. The product is: [N:1]1[CH:6]=[CH:5][C:4]([N:7]2[CH2:31][CH2:30][C:10]3([CH2:14][N:13]([C:15]([N:17]4[CH2:18][CH2:19][CH:20]([O:23][CH2:24][C:25]([OH:27])=[O:26])[CH2:21][CH2:22]4)=[O:16])[CH2:12][CH2:11]3)[CH2:9][CH2:8]2)=[CH:3][CH:2]=1. (2) Given the reactants [CH2:1]([O:3][C:4]([C@@H:6]1[C@H:10]([CH3:11])[CH2:9][C@@H:8]([CH2:12][C:13](O)=[O:14])[CH2:7]1)=[O:5])[CH3:2], predict the reaction product. The product is: [OH:14][CH2:13][CH2:12][C@H:8]1[CH2:7][C@H:6]([C:4]([O:3][CH2:1][CH3:2])=[O:5])[C@H:10]([CH3:11])[CH2:9]1. (3) Given the reactants Br[C:2]1[CH:3]=[C:4]2[C:9](=[CH:10][CH:11]=1)[C:8](=[O:12])[NH:7][N:6]=[C:5]2[Cl:13].[N:14]1([C:19]2[CH:20]=[C:21](CN)[CH:22]=[CH:23][CH:24]=2)[CH:18]=[N:17][CH:16]=[N:15]1.C1C=CC(P(C2C(C3C(P(C4C=CC=CC=4)C4C=CC=CC=4)=CC=C4C=3C=CC=C4)=C3C(C=CC=C3)=CC=2)C2C=CC=CC=2)=CC=1.CC([O-])(C)C.[Na+].C[C:80]([N:82](C)C)=O, predict the reaction product. The product is: [Cl:13][C:5]1[C:4]2[C:9](=[CH:10][CH:11]=[C:2]([NH:82][CH2:80][C:20]3[CH:21]=[CH:22][CH:23]=[CH:24][C:19]=3[N:14]3[CH:18]=[N:17][CH:16]=[N:15]3)[CH:3]=2)[C:8](=[O:12])[NH:7][N:6]=1. (4) Given the reactants [CH2:1]([NH:4][C:5](=[O:13])[C:6]1[CH:11]=[CH:10][CH:9]=[C:8](Br)[CH:7]=1)[CH2:2][CH3:3].[F:14][C:15]1[CH:20]=[CH:19][C:18](B(O)O)=[CH:17][CH:16]=1, predict the reaction product. The product is: [CH2:1]([NH:4][C:5](=[O:13])[C:6]1[CH:11]=[CH:10][CH:9]=[C:8]([C:18]2[CH:19]=[CH:20][C:15]([F:14])=[CH:16][CH:17]=2)[CH:7]=1)[CH2:2][CH3:3]. (5) Given the reactants C([N:8](CC1C=CC=CC=1)[C:9]1([CH2:13][NH:14][C:15](=[O:20])[C:16]([F:19])([F:18])[F:17])[CH2:12][O:11][CH2:10]1)C1C=CC=CC=1, predict the reaction product. The product is: [NH2:8][C:9]1([CH2:13][NH:14][C:15](=[O:20])[C:16]([F:17])([F:18])[F:19])[CH2:12][O:11][CH2:10]1. (6) The product is: [F:36][C:30]1[C:31]([F:35])=[CH:32][CH:33]=[CH:34][C:29]=1[C:27]1[N:28]=[C:23]2[CH:22]=[N:21][N:20]([CH2:19][C:17]3[O:16][N:15]=[C:14]([C:11]4[CH:12]=[CH:13][C:8]([O:7][CH2:6][CH2:5][CH2:4][C:3]([OH:37])=[O:2])=[CH:9][CH:10]=4)[CH:18]=3)[CH:25]=[C:24]2[N:26]=1. Given the reactants C[O:2][C:3](=[O:37])[CH2:4][CH2:5][CH2:6][O:7][C:8]1[CH:13]=[CH:12][C:11]([C:14]2[CH:18]=[C:17]([CH2:19][N:20]3[CH:25]=[C:24]4[N:26]=[C:27]([C:29]5[CH:34]=[CH:33][CH:32]=[C:31]([F:35])[C:30]=5[F:36])[N:28]=[C:23]4[CH:22]=[N:21]3)[O:16][N:15]=2)=[CH:10][CH:9]=1.[OH-].[K+], predict the reaction product.